This data is from Catalyst prediction with 721,799 reactions and 888 catalyst types from USPTO. The task is: Predict which catalyst facilitates the given reaction. (1) The catalyst class is: 41. Reactant: [Cl:1][C:2]1[CH:3]=[C:4]([N:10]2[C:14]([CH3:15])=[C:13]([CH2:16][C:17]3[CH:25]=[CH:24][C:20]([C:21](O)=[O:22])=[CH:19][CH:18]=3)[C:12]([CH3:26])=[N:11]2)[CH:5]=[CH:6][C:7]=1[C:8]#[N:9].[NH2:27][CH2:28][C:29]([CH3:32])([OH:31])[CH3:30].[Cl-].COC1N=C(OC)N=C([N+]2(C)CCOCC2)N=1.C1COCC1. Product: [Cl:1][C:2]1[CH:3]=[C:4]([N:10]2[C:14]([CH3:15])=[C:13]([CH2:16][C:17]3[CH:25]=[CH:24][C:20]([C:21]([NH:27][CH2:28][C:29]([OH:31])([CH3:32])[CH3:30])=[O:22])=[CH:19][CH:18]=3)[C:12]([CH3:26])=[N:11]2)[CH:5]=[CH:6][C:7]=1[C:8]#[N:9]. (2) Reactant: C([Mg][Cl:5])(C)C.[Li+].[Cl-].O1CCCC1.[C:13]1([C:19]2[CH:27]=[C:22]3[CH:23]=[CH:24][CH:25]=[CH:26][N:21]3[N:20]=2)[CH:18]=[CH:17][CH:16]=[CH:15][CH:14]=1.ClC(Cl)(Cl)C(Cl)(Cl)Cl.[Cl-].[NH4+]. Product: [Cl:5][C:26]1[N:21]2[N:20]=[C:19]([C:13]3[CH:14]=[CH:15][CH:16]=[CH:17][CH:18]=3)[CH:27]=[C:22]2[CH:23]=[CH:24][CH:25]=1. The catalyst class is: 7. (3) Reactant: Cl[C:2]1[N:7]=[C:6]([NH:8][C:9]([C:11]2([C:14]3[CH:15]=[CH:16][C:17]4[O:21][CH2:20][CH2:19][C:18]=4[CH:22]=3)[CH2:13][CH2:12]2)=[O:10])[CH:5]=[C:4]([CH3:23])[CH:3]=1.[CH3:24][O:25][C:26]1[C:31](B(O)O)=[CH:30][CH:29]=[CH:28][N:27]=1.C([O-])([O-])=O.[Na+].[Na+]. Product: [O:21]1[C:17]2[CH:16]=[CH:15][C:14]([C:11]3([C:9]([NH:8][C:6]4[N:7]=[C:2]([C:31]5[C:26]([O:25][CH3:24])=[N:27][CH:28]=[CH:29][CH:30]=5)[CH:3]=[C:4]([CH3:23])[CH:5]=4)=[O:10])[CH2:13][CH2:12]3)=[CH:22][C:18]=2[CH2:19][CH2:20]1. The catalyst class is: 104.